This data is from Full USPTO retrosynthesis dataset with 1.9M reactions from patents (1976-2016). The task is: Predict the reactants needed to synthesize the given product. (1) Given the product [C:18](=[O:19])([O:17][C:12]1[CH:13]=[CH:14][CH:15]=[CH:16][N:11]=1)[O:10][C:4]1([CH3:3])[CH2:9][CH2:8][O:7][CH2:6][CH2:5]1, predict the reactants needed to synthesize it. The reactants are: [H-].[Na+].[CH3:3][C:4]1([OH:10])[CH2:9][CH2:8][O:7][CH2:6][CH2:5]1.[N:11]1[CH:16]=[CH:15][CH:14]=[CH:13][C:12]=1[O:17][C:18](=O)[O:19]C1C=CC=CN=1.[NH4+].[Cl-]. (2) The reactants are: [C:1]([C:3]1[C:4]([N:22]2[CH2:27][CH2:26][CH:25]([C:28](O)=[O:29])[CH2:24][CH2:23]2)=[N:5][C:6]([CH2:15][N:16]2[CH2:20][CH2:19][CH2:18][C:17]2=[O:21])=[C:7]([C:9]([O:11][CH:12]([CH3:14])[CH3:13])=[O:10])[CH:8]=1)#[N:2].[O:31]1[CH2:36][CH2:35][CH:34]([CH2:37][S:38]([NH2:41])(=[O:40])=[O:39])[CH2:33][CH2:32]1. Given the product [C:1]([C:3]1[C:4]([N:22]2[CH2:23][CH2:24][CH:25]([C:28](=[O:29])[NH:41][S:38]([CH2:37][CH:34]3[CH2:35][CH2:36][O:31][CH2:32][CH2:33]3)(=[O:40])=[O:39])[CH2:26][CH2:27]2)=[N:5][C:6]([CH2:15][N:16]2[CH2:20][CH2:19][CH2:18][C:17]2=[O:21])=[C:7]([CH:8]=1)[C:9]([O:11][CH:12]([CH3:13])[CH3:14])=[O:10])#[N:2], predict the reactants needed to synthesize it. (3) Given the product [CH2:1]([N:4]1[C:12]2[C:11]3=[N:20][N:21]=[N:22][N:10]3[C:9](=[O:14])[N:8]([CH2:15][CH2:16][CH2:17][CH2:18][CH3:19])[C:7]=2[N:6]=[CH:5]1)[CH:2]=[CH2:3], predict the reactants needed to synthesize it. The reactants are: [CH2:1]([N:4]1[C:12]2[C:11](Cl)=[N:10][C:9](=[O:14])[N:8]([CH2:15][CH2:16][CH2:17][CH2:18][CH3:19])[C:7]=2[N:6]=[CH:5]1)[CH:2]=[CH2:3].[N-:20]=[N+:21]=[N-:22].[Na+]. (4) Given the product [CH3:1][O:2][C:3]1[CH:18]=[CH:17][CH:16]=[CH:15][C:4]=1[CH2:5][N:6]=[C:7]1[N:12]([C:19]([S:21][CH3:24])=[S:20])[CH2:11][C:10]([CH3:14])([CH3:13])[CH2:9][S:8]1, predict the reactants needed to synthesize it. The reactants are: [CH3:1][O:2][C:3]1[CH:18]=[CH:17][CH:16]=[CH:15][C:4]=1[CH2:5][N:6]=[C:7]1[N:12]=[CH:11][C:10]([CH3:14])([CH3:13])[CH2:9][S:8]1.[C:19](=[S:21])=[S:20].[H-].[Na+].[CH3:24]I.